Dataset: Forward reaction prediction with 1.9M reactions from USPTO patents (1976-2016). Task: Predict the product of the given reaction. (1) Given the reactants [C:1]([O:5][C:6](=[O:22])[C:7]1[CH:12]=[CH:11][C:10]([N+]([O-])=O)=[CH:9][C:8]=1[C:16]1[CH:21]=[CH:20][CH:19]=[CH:18][CH:17]=1)([CH3:4])([CH3:3])[CH3:2].Cl.COC(=O)[C@H:27]([CH2:44][CH2:45][S:46]C)NC(=O)C1C=CC(N)=CC=1C1C=CC=CC=1.[CH3:49][N:50]([CH:52]=O)C, predict the reaction product. The product is: [C:1]([O:5][C:6](=[O:22])[C:7]1[CH:12]=[CH:11][CH:10]=[C:9]([S:46][C:45]2[CH:49]=[N:50][CH:52]=[CH:27][CH:44]=2)[C:8]=1[C:16]1[CH:21]=[CH:20][CH:19]=[CH:18][CH:17]=1)([CH3:4])([CH3:3])[CH3:2]. (2) The product is: [C:18]([O:21][C@@H:22]1[C@H:28]2[C@H:29]3[C@H:38]([CH2:39][CH2:40][C@:25]2([CH2:26][CH3:27])[C:24](=[O:42])[CH2:23]1)[C@@H:37]1[C:32]([CH:33]=[C:34]([O:41][CH3:1])[CH2:35][CH2:36]1)=[CH:31][CH2:30]3)(=[O:20])[CH3:19]. Given the reactants [C:1]1(C)C=CC(S([O-])(=O)=O)=CC=1.[NH+]1C=CC=CC=1.[C:18]([O:21][C@@H:22]1[C@H:28]2[C@H:29]3[C@H:38]([CH2:39][CH2:40][C@:25]2([CH2:26][CH3:27])[C:24](=[O:42])[CH2:23]1)[C@@H:37]1[C:32](=[CH:33][C:34](=[O:41])[CH2:35][CH2:36]1)[CH2:31][CH2:30]3)(=[O:20])[CH3:19], predict the reaction product. (3) Given the reactants [SH-].[Na+].[CH3:3][C:4]1([CH3:13])[O:8][N:7]=[C:6]([S:9]([CH3:12])(=O)=O)[CH2:5]1.C(=O)([O-])[O-].[K+].[K+].C(S([O-])=O)O.[Na+].BrC[C:28]1[C:29]([C:35]([F:38])([F:37])[F:36])=[N:30][N:31]([CH3:34])[C:32]=1[F:33], predict the reaction product. The product is: [CH3:3][C:4]1([CH3:13])[O:8][N:7]=[C:6]([S:9][CH2:12][C:28]2[C:29]([C:35]([F:38])([F:37])[F:36])=[N:30][N:31]([CH3:34])[C:32]=2[F:33])[CH2:5]1. (4) Given the reactants [CH3:1][C:2]1([CH3:17])[C:10]2[C:5](=[CH:6][CH:7]=[C:8]([N+:11]([O-:13])=[O:12])[CH:9]=2)[N:4](C(=O)C)[CH2:3]1.Cl, predict the reaction product. The product is: [CH3:1][C:2]1([CH3:17])[C:10]2[C:5](=[CH:6][CH:7]=[C:8]([N+:11]([O-:13])=[O:12])[CH:9]=2)[NH:4][CH2:3]1. (5) Given the reactants CO[C:3]([C:5]1[CH:10]=[CH:9][C:8](B(O)O)=[CH:7][CH:6]=1)=O.[NH2:14][C:15]1[CH2:16][C:17]([C:27]([N:29]([CH2:33][CH2:34][CH3:35])[CH2:30][CH2:31][CH3:32])=[O:28])=[CH:18][C:19]2[CH:25]=[CH:24][C:23](Br)=[CH:22][C:20]=2[N:21]=1.[C:36](=[O:39])([O-])[O-:37].[K+].[K+].[C:42](#N)[CH3:43], predict the reaction product. The product is: [NH2:14][C:15]1[CH2:16][C:17]([C:27](=[O:28])[N:29]([CH2:33][CH2:34][CH3:35])[CH2:30][CH2:31][CH3:32])=[CH:18][C:19]2[CH:25]=[CH:24][C:23]([C:9]3[CH:10]=[C:5]([CH2:3][C:36]([O:37][CH2:42][CH3:43])=[O:39])[CH:6]=[CH:7][CH:8]=3)=[CH:22][C:20]=2[N:21]=1. (6) Given the reactants Cl.[CH3:2][C:3]1[N:4]([C:12]2[CH:17]=[CH:16][C:15]([C:18]([N:20]3[CH2:25][CH2:24][NH:23][CH2:22][CH2:21]3)=[O:19])=[CH:14][CH:13]=2)[C:5]2[C:10]([CH:11]=1)=[CH:9][CH:8]=[CH:7][CH:6]=2.[OH:26][C:27]1([C:30](O)=[O:31])[CH2:29][CH2:28]1.CN(C(ON1N=NC2C=CC=CC1=2)=[N+](C)C)C.F[P-](F)(F)(F)(F)F.CCN(C(C)C)C(C)C, predict the reaction product. The product is: [OH:26][C:27]1([C:30]([N:23]2[CH2:24][CH2:25][N:20]([C:18]([C:15]3[CH:16]=[CH:17][C:12]([N:4]4[C:5]5[C:10](=[CH:9][CH:8]=[CH:7][CH:6]=5)[CH:11]=[C:3]4[CH3:2])=[CH:13][CH:14]=3)=[O:19])[CH2:21][CH2:22]2)=[O:31])[CH2:29][CH2:28]1. (7) Given the reactants [CH3:1][O:2][C:3]1[CH:4]=[C:5]2[C:10](=[CH:11][C:12]=1[O:13][CH3:14])[N:9]=[CH:8][C:7]([C:15]#[N:16])=[C:6]2[CH3:17].[Br:18][C:19]1[CH:28]=[CH:27][C:22]([C:23](OC)=O)=[CH:21][CH:20]=1.[Li+].C[Si]([N-:34][Si](C)(C)C)(C)C, predict the reaction product. The product is: [Br:18][C:19]1[CH:28]=[CH:27][C:22]([C:23]2[CH:17]=[C:6]3[C:7](=[C:15]([NH2:34])[N:16]=2)[CH:8]=[N:9][C:10]2[CH:11]=[C:12]([O:13][CH3:14])[C:3]([O:2][CH3:1])=[CH:4][C:5]3=2)=[CH:21][CH:20]=1.